Regression. Given a peptide amino acid sequence and an MHC pseudo amino acid sequence, predict their binding affinity value. This is MHC class II binding data. From a dataset of Peptide-MHC class II binding affinity with 134,281 pairs from IEDB. (1) The peptide sequence is GELQIVDKADAAFKI. The MHC is DRB1_1101 with pseudo-sequence DRB1_1101. The binding affinity (normalized) is 0.572. (2) The peptide sequence is NNGGDAMYMALIAAF. The MHC is DRB5_0101 with pseudo-sequence DRB5_0101. The binding affinity (normalized) is 0.434.